From a dataset of Forward reaction prediction with 1.9M reactions from USPTO patents (1976-2016). Predict the product of the given reaction. (1) Given the reactants [CH2:1]([O:8][C:9]1[C:10](=[O:15])[NH:11][CH:12]=[CH:13][CH:14]=1)[C:2]1[CH:7]=[CH:6][CH:5]=[CH:4][CH:3]=1.CS(OC[CH:22]([N:26]=[N+:27]=[N-:28])[CH2:23][CH2:24][CH3:25])(=O)=O.N([CH2:32][CH2:33]N1C=CC=C(OC)C1=O)=[N+]=[N-], predict the reaction product. The product is: [N:26]([CH2:22][CH2:23][CH2:24][CH2:25][CH2:32][CH2:33][N:11]1[CH:12]=[CH:13][CH:14]=[C:9]([O:8][CH2:1][C:2]2[CH:3]=[CH:4][CH:5]=[CH:6][CH:7]=2)[C:10]1=[O:15])=[N+:27]=[N-:28]. (2) Given the reactants [CH:1]1([C:11]([OH:13])=O)[C:10]2[C:5](=[CH:6][CH:7]=[CH:8][CH:9]=2)[CH2:4][CH2:3][CH2:2]1.[CH2:14]([N:16]1[C:20]([CH3:21])=[C:19]([CH2:22][NH:23][C:24]2[CH:29]=[CH:28][C:27]([CH:30]([CH3:32])[CH3:31])=[CH:26][CH:25]=2)[C:18]([CH3:33])=[N:17]1)[CH3:15], predict the reaction product. The product is: [CH2:14]([N:16]1[C:20]([CH3:21])=[C:19]([CH2:22][N:23]([C:24]2[CH:25]=[CH:26][C:27]([CH:30]([CH3:32])[CH3:31])=[CH:28][CH:29]=2)[C:11]([CH:1]2[C:10]3[C:5](=[CH:6][CH:7]=[CH:8][CH:9]=3)[CH2:4][CH2:3][CH2:2]2)=[O:13])[C:18]([CH3:33])=[N:17]1)[CH3:15]. (3) Given the reactants [F:1][C:2]([F:33])([F:32])[C:3]1[CH:4]=[C:5]([CH:25]=[C:26]([C:28]([F:31])([F:30])[F:29])[CH:27]=1)[CH2:6][N:7]([CH3:24])[C:8](=[O:23])[C:9]1[C:14]([C:15]2[CH:20]=[CH:19][CH:18]=[CH:17][C:16]=2C)=[CH:13][C:12]([I:22])=[N:11][CH:10]=1.[F:34]C(F)(F)C1C=C(C=C(C(F)(F)F)C=1)CN(C)C(=O)C1C(C2C=CC(F)=CC=2)=CC(Cl)=NC=1, predict the reaction product. The product is: [F:29][C:28]([F:30])([F:31])[C:26]1[CH:25]=[C:5]([CH:4]=[C:3]([C:2]([F:32])([F:1])[F:33])[CH:27]=1)[CH2:6][N:7]([CH3:24])[C:8](=[O:23])[C:9]1[C:14]([C:15]2[CH:16]=[CH:17][C:18]([F:34])=[CH:19][CH:20]=2)=[CH:13][C:12]([I:22])=[N:11][CH:10]=1. (4) The product is: [CH2:1]([N:4]([CH2:21][CH2:22][CH3:23])[C@@H:5]1[CH2:14][C:13]2[C:8]3=[C:9]([N:15]([O:18][CH3:19])[C:16](=[O:17])[N:7]3[CH2:6]1)[CH:10]=[CH:11][CH:12]=2)[CH2:2][CH3:3]. Given the reactants [CH2:1]([NH:4][C@@H:5]1[CH2:14][C:13]2[C:8]3=[C:9]([N:15]([O:18][CH3:19])[C:16](=[O:17])[N:7]3[CH2:6]1)[CH:10]=[CH:11][CH:12]=2)[CH2:2][CH3:3].I[CH2:21][CH2:22][CH3:23].C(=O)([O-])[O-].[K+].[K+], predict the reaction product. (5) Given the reactants Cl.[NH2:2][OH:3].C([O-])(O)=O.[Na+].[C:9]1(/[CH:15]=[CH:16]/[S:17]([NH:20][C:21]2[CH:22]=[C:23]([CH:27]=[CH:28][C:29](Cl)=[O:30])[CH:24]=[CH:25][CH:26]=2)(=[O:19])=[O:18])[CH:14]=[CH:13][CH:12]=[CH:11][CH:10]=1, predict the reaction product. The product is: [OH:3][NH:2][C:29](=[O:30])[CH:28]=[CH:27][C:23]1[CH:24]=[CH:25][CH:26]=[C:21]([NH:20][S:17](/[CH:16]=[CH:15]/[C:9]2[CH:14]=[CH:13][CH:12]=[CH:11][CH:10]=2)(=[O:19])=[O:18])[CH:22]=1. (6) Given the reactants Cl[CH2:2][C:3]1[CH:28]=[CH:27][C:6]([O:7][CH2:8][C:9]2[N:10]=[C:11]([C:15]3[CH:20]=[CH:19][C:18]([CH2:21][C:22]([O:24][CH2:25][CH3:26])=[O:23])=[CH:17][CH:16]=3)[O:12][C:13]=2[CH3:14])=[C:5]([O:29][CH3:30])[CH:4]=1.[OH:31][C:32]1[C:36]([CH:37]=[O:38])=[CH:35][N:34]([C:39]2[CH:44]=[CH:43][CH:42]=[CH:41][CH:40]=2)[N:33]=1.C(=O)([O-])[O-].[K+].[K+].CN(C)C=O, predict the reaction product. The product is: [CH:37]([C:36]1[C:32]([O:31][CH2:2][C:3]2[CH:28]=[CH:27][C:6]([O:7][CH2:8][C:9]3[N:10]=[C:11]([C:15]4[CH:20]=[CH:19][C:18]([CH2:21][C:22]([O:24][CH2:25][CH3:26])=[O:23])=[CH:17][CH:16]=4)[O:12][C:13]=3[CH3:14])=[C:5]([O:29][CH3:30])[CH:4]=2)=[N:33][N:34]([C:39]2[CH:44]=[CH:43][CH:42]=[CH:41][CH:40]=2)[CH:35]=1)=[O:38]. (7) Given the reactants [CH3:1][O:2][C:3]1[C:8]([O:9][CH3:10])=[C:7]([O:11][CH3:12])[C:6]2[C:13]3[C:20]([C@@H:21]([NH2:24])[CH2:22][CH2:23][C:5]=2[CH:4]=1)=[CH:19][C:17](=[O:18])[C:16]([O:25][CH3:26])=[CH:15][CH:14]=3.[F:27][C:28]1[CH:29]=[C:30]([CH:34]=[C:35]([CH2:37][OH:38])[CH:36]=1)[C:31](O)=[O:32].C1C=CC2N(O)N=NC=2C=1.CCN=C=NCCCN(C)C, predict the reaction product. The product is: [F:27][C:28]1[CH:36]=[C:35]([CH:34]=[C:30]([CH2:31][OH:32])[CH:29]=1)[C:37]([NH:24][C@@H:21]1[C:20]2[C:13](=[CH:14][CH:15]=[C:16]([O:25][CH3:26])[C:17](=[O:18])[CH:19]=2)[C:6]2[C:7]([O:11][CH3:12])=[C:8]([O:9][CH3:10])[C:3]([O:2][CH3:1])=[CH:4][C:5]=2[CH2:23][CH2:22]1)=[O:38]. (8) Given the reactants N1C(C)=CC(C)=CC=1C.Cl[C:11]([O:13][CH3:14])=[O:12].[CH3:15][S:16][C:17](=[NH:39])[C:18](=[N:30][C:31]1[CH:36]=[CH:35][C:34]([C:37]#[N:38])=[CH:33][CH:32]=1)[C:19]1[CH:24]=[C:23]([O:25][CH3:26])[CH:22]=[C:21]([O:27][CH3:28])[C:20]=1[F:29].S(=O)(=O)(O)O, predict the reaction product. The product is: [CH3:14][O:13][C:11](=[O:12])[N:39]=[C:17]([S:16][CH3:15])[C:18](=[N:30][C:31]1[CH:36]=[CH:35][C:34]([C:37]#[N:38])=[CH:33][CH:32]=1)[C:19]1[CH:24]=[C:23]([O:25][CH3:26])[CH:22]=[C:21]([O:27][CH3:28])[C:20]=1[F:29]. (9) Given the reactants [F:1][C:2]1([F:38])[CH2:10][C@:9]2([C:11](=O)[C:12]#[C:13][Si](C)(C)C)[C@@H:5]([C@@H:6]([CH3:20])[O:7][C:8]2=[O:19])[C@@H:4](/[CH:21]=[CH:22]/[C:23]2[N:28]=[CH:27][C:26]([C:29]3[C:30]([C:35]#[N:36])=[N:31][CH:32]=[CH:33][CH:34]=3)=[CH:25][CH:24]=2)[C@@H:3]1[CH3:37].[NH2:39][NH2:40], predict the reaction product. The product is: [F:38][C:2]1([F:1])[CH2:10][C@:9]2([C:11]3[CH:12]=[CH:13][NH:40][N:39]=3)[C@@H:5]([C@@H:6]([CH3:20])[O:7][C:8]2=[O:19])[C@@H:4](/[CH:21]=[CH:22]/[C:23]2[N:28]=[CH:27][C:26]([C:29]3[C:30]([C:35]#[N:36])=[N:31][CH:32]=[CH:33][CH:34]=3)=[CH:25][CH:24]=2)[C@@H:3]1[CH3:37]. (10) Given the reactants [F:1][C:2]([F:11])([F:10])[C:3]1[CH:8]=[CH:7][N:6]=[C:5]([OH:9])[CH:4]=1.Br[CH2:13][C:14]([O:16][CH2:17][CH3:18])=[O:15], predict the reaction product. The product is: [F:11][C:2]([F:1])([F:10])[C:3]1[CH:8]=[CH:7][N:6]=[C:5]([O:9][CH2:13][C:14]([O:16][CH2:17][CH3:18])=[O:15])[CH:4]=1.